Task: Regression. Given two drug SMILES strings and cell line genomic features, predict the synergy score measuring deviation from expected non-interaction effect.. Dataset: NCI-60 drug combinations with 297,098 pairs across 59 cell lines Drug 1: C1=CC(=CC=C1CCCC(=O)O)N(CCCl)CCCl. Drug 2: C(CCl)NC(=O)N(CCCl)N=O. Cell line: DU-145. Synergy scores: CSS=36.1, Synergy_ZIP=0.599, Synergy_Bliss=-0.310, Synergy_Loewe=-5.62, Synergy_HSA=-2.86.